From a dataset of Forward reaction prediction with 1.9M reactions from USPTO patents (1976-2016). Predict the product of the given reaction. (1) Given the reactants [Cl:1][C:2]1[CH:7]=[CH:6][CH:5]=[C:4]([Cl:8])[C:3]=1[N:9]1[C:14](=[O:15])[CH:13]=[CH:12][C:11]([C:16]([OH:18])=O)=[CH:10]1.[NH2:19][C:20]1[CH:21]=[C:22]([NH:27][C:28]([CH:30]2[CH2:32][CH2:31]2)=[O:29])[CH:23]=[CH:24][C:25]=1[CH3:26].CN(C(ON1N=NC2C=CC=NC1=2)=[N+](C)C)C.F[P-](F)(F)(F)(F)F.CCN(C(C)C)C(C)C, predict the reaction product. The product is: [CH:30]1([C:28]([NH:27][C:22]2[CH:23]=[CH:24][C:25]([CH3:26])=[C:20]([NH:19][C:16]([C:11]3[CH:12]=[CH:13][C:14](=[O:15])[N:9]([C:3]4[C:4]([Cl:8])=[CH:5][CH:6]=[CH:7][C:2]=4[Cl:1])[CH:10]=3)=[O:18])[CH:21]=2)=[O:29])[CH2:31][CH2:32]1. (2) Given the reactants [Br:1][C:2]1[CH:3]=[C:4]([CH:8]=[CH:9][C:10]=1[Cl:11])[C:5](O)=[O:6].B.CO, predict the reaction product. The product is: [Br:1][C:2]1[CH:3]=[C:4]([CH:8]=[CH:9][C:10]=1[Cl:11])[CH2:5][OH:6].